From a dataset of NCI-60 drug combinations with 297,098 pairs across 59 cell lines. Regression. Given two drug SMILES strings and cell line genomic features, predict the synergy score measuring deviation from expected non-interaction effect. (1) Drug 1: COC1=C(C=C2C(=C1)N=CN=C2NC3=CC(=C(C=C3)F)Cl)OCCCN4CCOCC4. Drug 2: CCC1(CC2CC(C3=C(CCN(C2)C1)C4=CC=CC=C4N3)(C5=C(C=C6C(=C5)C78CCN9C7C(C=CC9)(C(C(C8N6C)(C(=O)OC)O)OC(=O)C)CC)OC)C(=O)OC)O.OS(=O)(=O)O. Cell line: NCI/ADR-RES. Synergy scores: CSS=21.5, Synergy_ZIP=-1.94, Synergy_Bliss=-1.68, Synergy_Loewe=1.22, Synergy_HSA=1.05. (2) Drug 1: C(=O)(N)NO. Drug 2: C1CN(CCN1C(=O)CCBr)C(=O)CCBr. Cell line: HL-60(TB). Synergy scores: CSS=50.8, Synergy_ZIP=2.30, Synergy_Bliss=-2.02, Synergy_Loewe=-33.1, Synergy_HSA=-13.7. (3) Drug 1: C1CCC(C(C1)N)N.C(=O)(C(=O)[O-])[O-].[Pt+4]. Drug 2: CC(C)CN1C=NC2=C1C3=CC=CC=C3N=C2N. Cell line: COLO 205. Synergy scores: CSS=43.0, Synergy_ZIP=5.30, Synergy_Bliss=0.573, Synergy_Loewe=-1.83, Synergy_HSA=-2.25. (4) Drug 1: C1C(C(OC1N2C=C(C(=O)NC2=O)F)CO)O. Drug 2: CC1=C(C(CCC1)(C)C)C=CC(=CC=CC(=CC(=O)O)C)C. Cell line: OVCAR-8. Synergy scores: CSS=29.5, Synergy_ZIP=-1.36, Synergy_Bliss=0.220, Synergy_Loewe=-0.650, Synergy_HSA=2.45. (5) Drug 1: COCCOC1=C(C=C2C(=C1)C(=NC=N2)NC3=CC=CC(=C3)C#C)OCCOC. Drug 2: CCC1=C2CN3C(=CC4=C(C3=O)COC(=O)C4(CC)O)C2=NC5=C1C=C(C=C5)O. Cell line: HCT116. Synergy scores: CSS=59.8, Synergy_ZIP=10.4, Synergy_Bliss=10.3, Synergy_Loewe=7.56, Synergy_HSA=13.6. (6) Drug 1: C1=CN(C(=O)N=C1N)C2C(C(C(O2)CO)O)O.Cl. Drug 2: CCN(CC)CCCC(C)NC1=C2C=C(C=CC2=NC3=C1C=CC(=C3)Cl)OC. Cell line: MDA-MB-231. Synergy scores: CSS=23.4, Synergy_ZIP=0.211, Synergy_Bliss=3.62, Synergy_Loewe=4.59, Synergy_HSA=5.41. (7) Drug 1: C1CC(=O)NC(=O)C1N2CC3=C(C2=O)C=CC=C3N. Drug 2: C1=NC2=C(N=C(N=C2N1C3C(C(C(O3)CO)O)F)Cl)N. Cell line: NCI/ADR-RES. Synergy scores: CSS=28.4, Synergy_ZIP=-1.70, Synergy_Bliss=-6.16, Synergy_Loewe=-4.39, Synergy_HSA=-4.18.